Dataset: Forward reaction prediction with 1.9M reactions from USPTO patents (1976-2016). Task: Predict the product of the given reaction. (1) The product is: [Cl:17][C:14]1[CH:13]=[CH:12][C:11]([CH2:10][C@H:9]2[CH2:8][N:7]([CH2:18][C:19]3[C:28]4[C:23](=[CH:24][CH:25]=[CH:26][CH:27]=4)[CH:22]=[CH:21][CH:20]=3)[CH2:6][C@@H:5]2[C:3]([OH:4])=[O:2])=[CH:16][CH:15]=1. Given the reactants C[O:2][C:3]([C@@H:5]1[C@@H:9]([CH2:10][C:11]2[CH:16]=[CH:15][C:14]([Cl:17])=[CH:13][CH:12]=2)[CH2:8][N:7]([CH2:18][C:19]2[C:28]3[C:23](=[CH:24][CH:25]=[CH:26][CH:27]=3)[CH:22]=[CH:21][CH:20]=2)[CH2:6]1)=[O:4].[Li+].[OH-], predict the reaction product. (2) Given the reactants [NH2:1][C:2]1[CH:3]=[CH:4][C:5]([F:18])=[C:6]([C@:8]2([CH3:17])[C:13]([F:15])([F:14])[CH2:12][O:11][C:10]([NH2:16])=[N:9]2)[CH:7]=1.[Cl:19][C:20]1[C:21]([C:30](O)=[O:31])=[N:22][CH:23]=[C:24]([C:26]([F:29])([F:28])[F:27])[CH:25]=1, predict the reaction product. The product is: [NH2:16][C:10]1[O:11][CH2:12][C:13]([F:14])([F:15])[C@:8]([C:6]2[CH:7]=[C:2]([NH:1][C:30]([C:21]3[C:20]([Cl:19])=[CH:25][C:24]([C:26]([F:28])([F:27])[F:29])=[CH:23][N:22]=3)=[O:31])[CH:3]=[CH:4][C:5]=2[F:18])([CH3:17])[N:9]=1. (3) Given the reactants [Cl:1][C:2]1[CH:24]=[CH:23][C:5]([CH2:6][NH:7][C:8]([C:10]2[C:11](=[O:22])[C:12]3[CH:19]=[C:18]([CH2:20]Cl)[S:17][C:13]=3[N:14]([CH3:16])[CH:15]=2)=[O:9])=[CH:4][CH:3]=1.C(N(CC)C(C)C)(C)C.[CH3:34][NH:35][CH2:36][CH:37]([C:39]1[N:40]([CH3:44])[CH:41]=[CH:42][CH:43]=1)[OH:38].O, predict the reaction product. The product is: [Cl:1][C:2]1[CH:24]=[CH:23][C:5]([CH2:6][NH:7][C:8]([C:10]2[C:11](=[O:22])[C:12]3[CH:19]=[C:18]([CH2:20][N:35]([CH2:36][CH:37]([OH:38])[C:39]4[N:40]([CH3:44])[CH:41]=[CH:42][CH:43]=4)[CH3:34])[S:17][C:13]=3[N:14]([CH3:16])[CH:15]=2)=[O:9])=[CH:4][CH:3]=1. (4) The product is: [Cl:1][C:2]1[CH:9]=[CH:8][C:5]([C:6]#[N:7])=[C:4]([O:10][C:11]2[CH:16]=[CH:15][CH:14]=[C:13]([CH:17]=[O:18])[C:12]=2[O:19][CH2:21][CH2:22][OH:23])[CH:3]=1. Given the reactants [Cl:1][C:2]1[CH:9]=[CH:8][C:5]([C:6]#[N:7])=[C:4]([O:10][C:11]2[CH:16]=[CH:15][CH:14]=[C:13]([CH:17]=[O:18])[C:12]=2[OH:19])[CH:3]=1.Br[CH2:21][CH2:22][OH:23].C(=O)([O-])[O-].[Cs+].[Cs+].O, predict the reaction product. (5) Given the reactants [F:1][C:2]([F:14])([F:13])[C:3]1[CH:4]=[C:5]([NH:9][C:10]([NH2:12])=[S:11])[CH:6]=[CH:7][CH:8]=1.[C:15]([C:17]1[CH:24]=[CH:23][C:20]([CH:21]=O)=[CH:19][CH:18]=1)#[N:16].[CH3:25][NH:26][C:27](=[O:32])[CH2:28][C:29](=O)[CH3:30], predict the reaction product. The product is: [C:15]([C:17]1[CH:24]=[CH:23][C:20]([CH:21]2[C:28]([C:27]([NH:26][CH3:25])=[O:32])=[C:29]([CH3:30])[N:9]([C:5]3[CH:6]=[CH:7][CH:8]=[C:3]([C:2]([F:1])([F:13])[F:14])[CH:4]=3)[C:10](=[S:11])[NH:12]2)=[CH:19][CH:18]=1)#[N:16]. (6) Given the reactants S(Cl)(Cl)=O.[CH3:5][O:6][C:7]1[CH:19]=[CH:18][C:10]2[C:11]([CH2:14][C:15]([OH:17])=[O:16])=[CH:12][O:13][C:9]=2[CH:8]=1.[CH3:20]O, predict the reaction product. The product is: [CH3:5][O:6][C:7]1[CH:19]=[CH:18][C:10]2[C:11]([CH2:14][C:15]([O:17][CH3:20])=[O:16])=[CH:12][O:13][C:9]=2[CH:8]=1.